Dataset: Forward reaction prediction with 1.9M reactions from USPTO patents (1976-2016). Task: Predict the product of the given reaction. (1) Given the reactants NC(C1C=CC2C(=CC=C(O[C@H]3CC[C@H](C(C)(C)C)CC3)C=2)N=1)(C)COP(=O)(O)O.[ClH:31].C(OC(=O)[NH:38][C:39]([C:55]1[CH:64]=[CH:63][C:62]2[C:57](=[CH:58][CH:59]=[C:60]([O:69][C@H:70]3[CH2:75][CH2:74][C@H:73]([C:76]([CH3:79])([CH3:78])[CH3:77])[CH2:72][CH2:71]3)[C:61]=2[C:65]([F:68])([F:67])[F:66])[N:56]=1)([CH3:54])[CH2:40][O:41][P:42]([O:49]C(C)(C)C)([O:44]C(C)(C)C)=[O:43])(C)(C)C, predict the reaction product. The product is: [NH2:38][C:39]([C:55]1[CH:64]=[CH:63][C:62]2[C:57](=[CH:58][CH:59]=[C:60]([O:69][C@H:70]3[CH2:71][CH2:72][C@H:73]([C:76]([CH3:79])([CH3:78])[CH3:77])[CH2:74][CH2:75]3)[C:61]=2[C:65]([F:68])([F:66])[F:67])[N:56]=1)([CH3:54])[CH2:40][O:41][P:42](=[O:43])([OH:44])[OH:49].[ClH:31]. (2) Given the reactants [NH2:1][CH2:2][CH:3]1[CH2:7][CH2:6][CH2:5][N:4]1[C:8]([O:10][C:11]([CH3:14])([CH3:13])[CH3:12])=[O:9].[CH:15]([C:17]1[CH:26]=[CH:25][C:20]([C:21]([O:23][CH3:24])=[O:22])=[CH:19][CH:18]=1)=O.C(O)(=O)C.C(O[BH-](OC(=O)C)OC(=O)C)(=O)C.[Na+].C(=O)(O)[O-].[Na+], predict the reaction product. The product is: [CH3:24][O:23][C:21]([C:20]1[CH:25]=[CH:26][C:17]([CH2:15][NH:1][CH2:2][CH:3]2[CH2:7][CH2:6][CH2:5][N:4]2[C:8]([O:10][C:11]([CH3:14])([CH3:13])[CH3:12])=[O:9])=[CH:18][CH:19]=1)=[O:22].